This data is from Reaction yield outcomes from USPTO patents with 853,638 reactions. The task is: Predict the reaction yield, written as a fraction of the theoretical maximum amount of product (1.0 means a 100% yield; for example, 0.34 means a 34% yield). (1) The reactants are [CH3:1][O:2][C:3]1[CH:4]=[C:5]2[C:10](=[CH:11][C:12]=1[O:13][CH3:14])[N:9]=[CH:8][CH:7]=[C:6]2[O:15][C:16]1[CH:22]=[CH:21][C:19]([NH2:20])=[CH:18][CH:17]=1.Cl[C:24](Cl)([O:26][C:27](=[O:33])OC(Cl)(Cl)Cl)Cl.[CH:35]1(O)[CH2:41][CH2:40]C[CH2:38][CH2:37][CH2:36]1.C(=O)(O)[O-].[Na+]. The catalyst is C(Cl)Cl.C(N(CC)CC)C.C1(C)C=CC=CC=1. The product is [CH3:1][O:2][C:3]1[CH:4]=[C:5]2[C:10](=[CH:11][C:12]=1[O:13][CH3:14])[N:9]=[CH:8][CH:7]=[C:6]2[O:15][C:16]1[CH:22]=[CH:21][C:19]([NH:20][C:27](=[O:33])[O:26][CH:24]2[CH2:38][CH2:37][CH2:36][CH2:35][CH2:41][CH2:40]2)=[CH:18][CH:17]=1. The yield is 0.850. (2) The reactants are [NH2:1][C:2]1[CH:3]=[CH:4][C:5]2[N:10]([CH2:11][CH2:12][N:13]([CH3:22])[CH2:14][C:15]([O:17][C:18]([CH3:21])([CH3:20])[CH3:19])=[O:16])[CH2:9][CH2:8][S:7][C:6]=2[CH:23]=1.I.[S:25]1[CH:29]=[CH:28][CH:27]=[C:26]1[C:30](SC)=[NH:31].N. The catalyst is CCO.C(Cl)Cl.CO. The product is [CH3:22][N:13]([CH2:12][CH2:11][N:10]1[CH2:9][CH2:8][S:7][C:6]2[CH:23]=[C:2]([NH:1][C:30]([C:26]3[S:25][CH:29]=[CH:28][CH:27]=3)=[NH:31])[CH:3]=[CH:4][C:5]1=2)[CH2:14][C:15]([O:17][C:18]([CH3:19])([CH3:20])[CH3:21])=[O:16]. The yield is 0.373.